From a dataset of Full USPTO retrosynthesis dataset with 1.9M reactions from patents (1976-2016). Predict the reactants needed to synthesize the given product. Given the product [ClH:1].[ClH:1].[N:18]1[CH:23]=[CH:22][CH:21]=[CH:20][C:19]=1[O:24][CH2:25][CH2:26][NH:27][C:2]1[N:9]=[C:8]([NH:10][C:11]2[CH:15]=[C:14]([CH3:16])[NH:13][N:12]=2)[CH:7]=[C:6]([CH3:17])[C:3]=1[C:4]#[N:5], predict the reactants needed to synthesize it. The reactants are: [Cl:1][C:2]1[N:9]=[C:8]([NH:10][C:11]2[CH:15]=[C:14]([CH3:16])[NH:13][N:12]=2)[CH:7]=[C:6]([CH3:17])[C:3]=1[C:4]#[N:5].[N:18]1[CH:23]=[CH:22][CH:21]=[CH:20][C:19]=1[O:24][CH2:25][CH2:26][NH2:27].C(=O)([O-])O.[Na+].CS(C)=O.